Predict the reaction yield, written as a fraction of the theoretical maximum amount of product (1.0 means a 100% yield; for example, 0.34 means a 34% yield). From a dataset of Reaction yield outcomes from USPTO patents with 853,638 reactions. (1) The reactants are [CH3:1][O:2][C:3]1[CH:4]=[C:5]([N+:17]([O-:19])=[O:18])[C:6]([CH:11](O)[CH2:12][N+:13]([O-:15])=[O:14])=[N:7][C:8]=1[O:9][CH3:10].CC([O-])=O.[Na+].C([O-])(O)=O.[Na+]. The catalyst is CC(OC(C)=O)=O. The product is [CH3:10][O:9][C:8]1[C:3]([O:2][CH3:1])=[CH:4][C:5]([N+:17]([O-:19])=[O:18])=[C:6]([CH:11]=[CH:12][N+:13]([O-:15])=[O:14])[N:7]=1. The yield is 0.892. (2) The product is [Cl:23][C:20]1[CH:21]=[CH:22][C:17]([C:16]2[C:10]3[CH2:9][NH:8][CH2:13][CH2:12][C:11]=3[N:14]([CH2:25][CH:26]([OH:42])[CH2:27][N:28]3[CH2:33][CH2:32][N:31]([C:34]4[CH:39]=[CH:38][CH:37]=[CH:36][C:35]=4[C:40]#[N:41])[CH2:30][CH2:29]3)[N:15]=2)=[CH:18][C:19]=1[CH3:24]. The yield is 0.990. The catalyst is FC(F)(F)C(O)=O. The reactants are C(OC([N:8]1[CH2:13][CH2:12][C:11]2[N:14]([CH2:25][CH:26]([OH:42])[CH2:27][N:28]3[CH2:33][CH2:32][N:31]([C:34]4[CH:39]=[CH:38][CH:37]=[CH:36][C:35]=4[C:40]#[N:41])[CH2:30][CH2:29]3)[N:15]=[C:16]([C:17]3[CH:22]=[CH:21][C:20]([Cl:23])=[C:19]([CH3:24])[CH:18]=3)[C:10]=2[CH2:9]1)=O)(C)(C)C.C(Cl)Cl. (3) The product is [Cl:1][C:2]1[C:6]([C:7]#[N:8])=[C:5]([C:21]2[CH:20]=[CH:19][C:18]([NH:17][C:15](=[O:16])[O:14][C:10]([CH3:12])([CH3:11])[CH3:13])=[CH:23][CH:22]=2)[S:4][N:3]=1. The yield is 0.850. The reactants are [Cl:1][C:2]1[C:6]([C:7]#[N:8])=[C:5](Cl)[S:4][N:3]=1.[C:10]([O:14][C:15]([NH:17][C:18]1[CH:23]=[CH:22][C:21](B(O)O)=[CH:20][CH:19]=1)=[O:16])([CH3:13])([CH3:12])[CH3:11].[F-].[K+].C1OCCOCCOCCOCCOCCOC1. The catalyst is C1(C)C=CC=CC=1.O.CCOC(C)=O.C([O-])(=O)C.[Pd+2].C([O-])(=O)C. (4) The yield is 0.454. The product is [Br:1][C:2]1[C:3]([N:15]2[CH2:16][CH2:17][C@H:13]([N:12]([CH3:18])[CH3:11])[CH2:14]2)=[C:4]([CH:7]=[CH:8][CH:9]=1)[CH:5]=[O:6]. The catalyst is O. The reactants are [Br:1][C:2]1[C:3](F)=[C:4]([CH:7]=[CH:8][CH:9]=1)[CH:5]=[O:6].[CH3:11][N:12]([CH3:18])[C@H:13]1[CH2:17][CH2:16][NH:15][CH2:14]1.CS(C)=O.C(=O)([O-])[O-].[K+].[K+]. (5) The reactants are [F:1][C:2]([F:19])([F:18])[C:3]1[O:7][C:6]([C@H:8]([NH:10]C(=O)OC(C)(C)C)[CH3:9])=[N:5][N:4]=1. The catalyst is FC(F)(F)C(O)C(F)(F)F. The product is [F:19][C:2]([F:1])([F:18])[C:3]1[O:7][C:6]([C@H:8]([NH2:10])[CH3:9])=[N:5][N:4]=1. The yield is 0.990. (6) The reactants are [Cl:1][C:2]1[N:7]=[CH:6][C:5]2[C:8]([C:11]([O:13][CH3:14])=[O:12])=[N:9][NH:10][C:4]=2[CH:3]=1.[Br:15][C:16]1[CH:17]=[C:18](B(O)O)[CH:19]=[CH:20][CH:21]=1. No catalyst specified. The product is [Br:15][C:16]1[CH:21]=[C:20]([N:10]2[C:4]3[CH:3]=[C:2]([Cl:1])[N:7]=[CH:6][C:5]=3[C:8]([C:11]([O:13][CH3:14])=[O:12])=[N:9]2)[CH:19]=[CH:18][CH:17]=1. The yield is 0.620. (7) The reactants are [F:1][CH:2]1[CH2:7][CH2:6][CH2:5][N:4]([C:8]2[CH:9]=[C:10]([N:17]3[CH2:22][CH2:21][N:20]([CH3:23])[CH2:19][CH2:18]3)[CH:11]=[CH:12][C:13]=2[N+:14]([O-])=O)[CH2:3]1.CCO.O. The catalyst is CC(O)=O.CCOC(C)=O.[Fe]. The product is [F:1][CH:2]1[CH2:7][CH2:6][CH2:5][N:4]([C:8]2[CH:9]=[C:10]([N:17]3[CH2:18][CH2:19][N:20]([CH3:23])[CH2:21][CH2:22]3)[CH:11]=[CH:12][C:13]=2[NH2:14])[CH2:3]1. The yield is 0.840.